This data is from Full USPTO retrosynthesis dataset with 1.9M reactions from patents (1976-2016). The task is: Predict the reactants needed to synthesize the given product. (1) Given the product [C:6]([C:5]1[CH:8]=[CH:9][C:2]([NH:14][C@H:15]([C:19]([CH3:21])([CH3:23])[CH3:20])[C:16]([OH:18])=[O:17])=[CH:3][C:4]=1[C:10]([F:13])([F:12])[F:11])#[N:7], predict the reactants needed to synthesize it. The reactants are: F[C:2]1[CH:9]=[CH:8][C:5]([C:6]#[N:7])=[C:4]([C:10]([F:13])([F:12])[F:11])[CH:3]=1.[NH2:14][C@H:15]([C:19](O)([CH3:21])[CH3:20])[C:16]([OH:18])=[O:17].[C:23]([O-])([O-])=O.[K+].[K+]. (2) Given the product [C:12]([O:16][C:17]([N:19]1[CH2:24][CH2:23][N:22]([C:2]2[CH:11]=[CH:10][C:9]3[C:4](=[CH:5][CH:6]=[CH:7][CH:8]=3)[N:3]=2)[CH2:21][CH2:20]1)=[O:18])([CH3:15])([CH3:13])[CH3:14], predict the reactants needed to synthesize it. The reactants are: Cl[C:2]1[CH:11]=[CH:10][C:9]2[C:4](=[CH:5][CH:6]=[CH:7][CH:8]=2)[N:3]=1.[C:12]([O:16][C:17]([N:19]1[CH2:24][CH2:23][NH:22][CH2:21][CH2:20]1)=[O:18])([CH3:15])([CH3:14])[CH3:13].C(=O)([O-])[O-].[K+].[K+].